This data is from Choline transporter screen with 302,306 compounds. The task is: Binary Classification. Given a drug SMILES string, predict its activity (active/inactive) in a high-throughput screening assay against a specified biological target. (1) The compound is s1c2nc3c(CCC3)c(c2c(N)c1C(=O)Nc1ccccc1)c1ccc(OC)cc1. The result is 0 (inactive). (2) The compound is FC(F)(F)c1cc(NC(=O)CN2C(=O)C3(NC2=O)CCCCC3)c(N2CCCCC2)cc1. The result is 0 (inactive).